This data is from Experimentally validated miRNA-target interactions with 360,000+ pairs, plus equal number of negative samples. The task is: Binary Classification. Given a miRNA mature sequence and a target amino acid sequence, predict their likelihood of interaction. (1) The miRNA is hsa-miR-3688-3p with sequence UAUGGAAAGACUUUGCCACUCU. The protein sequence of the target gene is MVNFTVDQIRAIMDKKANIRNMSVIAHVDHGKSTLTDSLVCKAGIIASARAGETRFTDTRKDEQERCITIKSTAISLFYELSENDLNFIKQSKDGAGFLINLIDSPGHVDFSSEVTAALRVTDGALVVVDCVSGVCVQTETVLRQAIAERIKPVLMMNKMDRALLELQLEPEELYQTFQRIVENVNVIISTYGEGESGPMGNIMIDPVLGTVGFGSGLHGWAFTLKQFAEMYVAKFAAKGEGQLGPAERAKKVEDMMKKLWGDRYFDPANGKFSKSATSPEGKKLPRTFCQLILDPIFKV.... Result: 1 (interaction). (2) The miRNA is hsa-miR-3127-3p with sequence UCCCCUUCUGCAGGCCUGCUGG. The protein sequence of the target gene is MDRHSSYFFIWLQLELCAMAVLLTKGEIRCYCDAAHCVATGYMCKSELSACFSRLLDPQNTNSPLTHGCLDSLASTADICRAKQAQNHSGPAMPTLECCHEDMCNYRGLHDVLSPSKSEASGQGNRYQHDSSRNLITKMQELTSSKELWFRAAVIAVPIAGGLILVLLIMLALRMLRSENKRLQDERQQMLSRLHYSFHGHHSKKGQVAKLDLECMVPVSGQENCCLTCDKMRQAELSNEKILSLVHWGMYSGHGKLEFI. Result: 0 (no interaction).